The task is: Predict the reaction yield, written as a fraction of the theoretical maximum amount of product (1.0 means a 100% yield; for example, 0.34 means a 34% yield).. This data is from Reaction yield outcomes from USPTO patents with 853,638 reactions. (1) The reactants are [CH2:1]([CH:3]([NH:6][C:7](=[O:17])[CH:8]=[CH:9][C:10]1[CH:15]=[CH:14][C:13]([OH:16])=[CH:12][CH:11]=1)[CH2:4][CH3:5])[CH3:2].[OH-].[K+].Cl[CH2:21][CH2:22][OH:23]. The product is [CH2:1]([CH:3]([NH:6][C:7](=[O:17])[CH:8]=[CH:9][C:10]1[CH:11]=[CH:12][C:13]([O:16][CH2:21][CH2:22][OH:23])=[CH:14][CH:15]=1)[CH2:4][CH3:5])[CH3:2]. The catalyst is C(O)C. The yield is 0.600. (2) The reactants are [CH2:1]([O:5][C:6]1[CH:7]=[C:8]([CH:12]([C:21]([O:23][C:24]([CH3:27])([CH3:26])[CH3:25])=[O:22])[CH2:13][NH:14][CH2:15][C:16]([N:18]([CH3:20])[CH3:19])=[O:17])[CH:9]=[CH:10][CH:11]=1)[CH2:2][CH2:3][CH3:4].[CH3:28][Si](C)(C)[N-][Si](C)(C)C.[Li+].CI. The catalyst is C1COCC1. The yield is 0.520. The product is [CH2:1]([O:5][C:6]1[CH:7]=[C:8]([CH:12]([C:21]([O:23][C:24]([CH3:26])([CH3:25])[CH3:27])=[O:22])[CH2:13][NH:14][CH:15]([CH3:28])[C:16]([N:18]([CH3:20])[CH3:19])=[O:17])[CH:9]=[CH:10][CH:11]=1)[CH2:2][CH2:3][CH3:4]. (3) The reactants are [CH3:1][C:2]1[N:11]=[C:10]([N:12]([C:14]2[CH:19]=[CH:18][C:17]([NH2:20])=[CH:16][CH:15]=2)[CH3:13])[C:9]2[C:4](=[CH:5][CH:6]=[CH:7][CH:8]=2)[N:3]=1.CO.N([O-])=O.[Na+].[N-:27]=[N+:28]=[N-].[Na+]. The catalyst is Cl.O.C(OCC)(=O)C. The product is [N:20]([C:17]1[CH:16]=[CH:15][C:14]([N:12]([C:10]2[C:9]3[C:4](=[CH:5][CH:6]=[CH:7][CH:8]=3)[N:3]=[C:2]([CH3:1])[N:11]=2)[CH3:13])=[CH:19][CH:18]=1)=[N+:27]=[N-:28]. The yield is 0.900. (4) The reactants are Br[C:2]1[CH:3]=[CH:4][C:5]([N+:8]([O-:10])=[O:9])=[N:6][CH:7]=1.C(=O)([O-])[O-].[Cs+].[Cs+].[OH:17][C:18]1[CH:19]=[C:20]([NH:24][C:25](=[O:31])[O:26][C:27]([CH3:30])([CH3:29])[CH3:28])[CH:21]=[CH:22][CH:23]=1. The catalyst is CN(C)C=O. The product is [C:27]([O:26][C:25](=[O:31])[NH:24][C:20]1[CH:21]=[CH:22][CH:23]=[C:18]([O:17][C:2]2[CH:7]=[N:6][C:5]([N+:8]([O-:10])=[O:9])=[CH:4][CH:3]=2)[CH:19]=1)([CH3:30])([CH3:28])[CH3:29]. The yield is 0.590. (5) The reactants are [CH:1]1([C:4]2[C:5]([NH:24][S:25]([CH3:28])(=[O:27])=[O:26])=[CH:6][C:7]3[O:11][C:10]([C:12]4[CH:17]=[CH:16][C:15]([F:18])=[CH:14][CH:13]=4)=[C:9]([C:19]([NH:21][CH3:22])=[O:20])[C:8]=3[CH:23]=2)[CH2:3][CH2:2]1.F[C:30]1[CH:31]=[CH:32][C:33]([N+:40]([O-:42])=[O:41])=[C:34]([CH:39]=1)[C:35]([O:37][CH3:38])=[O:36].C(=O)([O-])[O-].[Na+].[Na+]. The catalyst is CN(C=O)C.CCOC(C)=O. The product is [CH:1]1([C:4]2[C:5]([N:24]([C:30]3[CH:31]=[CH:32][C:33]([N+:40]([O-:42])=[O:41])=[C:34]([CH:39]=3)[C:35]([O:37][CH3:38])=[O:36])[S:25]([CH3:28])(=[O:27])=[O:26])=[CH:6][C:7]3[O:11][C:10]([C:12]4[CH:17]=[CH:16][C:15]([F:18])=[CH:14][CH:13]=4)=[C:9]([C:19](=[O:20])[NH:21][CH3:22])[C:8]=3[CH:23]=2)[CH2:3][CH2:2]1. The yield is 0.830. (6) The reactants are Br[C:2]1[CH:7]=[C:6]([CH2:8][NH:9][C:10]2[CH:28]=[CH:27][CH:26]=[CH:25][C:11]=2[C:12]([NH:14][C:15]2[N:16]=[CH:17][C:18]3[C:23]([CH:24]=2)=[CH:22][CH:21]=[CH:20][CH:19]=3)=[O:13])[CH:5]=[CH:4][N:3]=1.C(=O)([O-])[O-].[Cs+].[Cs+].[C:35]([NH2:40])(=[O:39])[CH2:36][CH2:37][CH3:38].CC1(C)C2C(=C(P(C3C=CC=CC=3)C3C=CC=CC=3)C=CC=2)OC2C(P(C3C=CC=CC=3)C3C=CC=CC=3)=CC=CC1=2. The catalyst is O1CCOCC1.C(Cl)Cl. The product is [C:35]([NH:40][C:2]1[CH:7]=[C:6]([CH2:8][NH:9][C:10]2[CH:28]=[CH:27][CH:26]=[CH:25][C:11]=2[C:12]([NH:14][C:15]2[N:16]=[CH:17][C:18]3[C:23]([CH:24]=2)=[CH:22][CH:21]=[CH:20][CH:19]=3)=[O:13])[CH:5]=[CH:4][N:3]=1)(=[O:39])[CH2:36][CH2:37][CH3:38]. The yield is 0.420. (7) The reactants are COC1C=CC(C[N:8]2[C:12]3=[N:13][CH:14]=[CH:15][C:16]([O:17][C:18]4[CH:23]=[CH:22][C:21]([NH:24][C:25]([CH:27]5[CH2:33][CH2:32][CH2:31][CH2:30][N:29]([C:34]6[CH:39]=[CH:38][C:37]([F:40])=[CH:36][CH:35]=6)[C:28]5=[O:41])=[O:26])=[CH:20][C:19]=4[F:42])=[C:11]3[C:10]([NH:43][CH:44]3[CH2:49][CH2:48][N:47]([CH3:50])[CH2:46][CH2:45]3)=[N:9]2)=CC=1. The catalyst is C(O)(C(F)(F)F)=O. The product is [F:42][C:19]1[CH:20]=[C:21]([NH:24][C:25]([CH:27]2[CH2:33][CH2:32][CH2:31][CH2:30][N:29]([C:34]3[CH:35]=[CH:36][C:37]([F:40])=[CH:38][CH:39]=3)[C:28]2=[O:41])=[O:26])[CH:22]=[CH:23][C:18]=1[O:17][C:16]1[CH:15]=[CH:14][N:13]=[C:12]2[NH:8][N:9]=[C:10]([NH:43][CH:44]3[CH2:49][CH2:48][N:47]([CH3:50])[CH2:46][CH2:45]3)[C:11]=12. The yield is 0.300. (8) The reactants are [CH3:1]C([O-])(C)C.[K+].[CH:7]([C@@H:9]1[CH2:14][CH2:13][C@H:12]([CH3:15])[CH2:11][N:10]1[C:16]([O:18][C:19]([CH3:22])([CH3:21])[CH3:20])=[O:17])=O.C([O-])(O)=O.[Na+]. The catalyst is [Br-].C[P+](C1C=CC=CC=1)(C1C=CC=CC=1)C1C=CC=CC=1.C1COCC1. The product is [CH:7]([C@@H:9]1[CH2:14][CH2:13][C@H:12]([CH3:15])[CH2:11][N:10]1[C:16]([O:18][C:19]([CH3:22])([CH3:21])[CH3:20])=[O:17])=[CH2:1]. The yield is 0.610. (9) The reactants are [CH2:1]([S:3]([C:6]1[CH:7]=[C:8]([CH3:12])[CH:9]=[CH:10][CH:11]=1)(=[NH:5])=[O:4])[CH3:2].CCCCCC.[C:19]([O:22][CH2:23][CH3:24])(=[O:21])C. The catalyst is C(OCC)(=O)C. The product is [CH2:23]([O:22][C:19]([N:5]=[S:3]([CH2:1][CH3:2])([C:6]1[CH:7]=[C:8]([CH3:12])[CH:9]=[CH:10][CH:11]=1)=[O:4])=[O:21])[CH3:24]. The yield is 0.920. (10) The reactants are CC1(C)[C@@H]2CC[C@@]1(CS(O)(=O)=O)C(=O)C2.[CH3:16][N:17]1[CH2:22][CH2:21][N:20]([C@@H:23]2[CH2:28][CH2:27][CH2:26][C@H:25]([NH:29][C:30](=[O:39])[O:31][CH2:32][C:33]3[CH:38]=[CH:37][CH:36]=[CH:35][CH:34]=3)[CH2:24]2)[CH2:19][CH2:18]1.[OH-].[Na+]. The catalyst is C1(C)C=CC=CC=1.O. The product is [CH3:16][N:17]1[CH2:18][CH2:19][N:20]([C@@H:23]2[CH2:28][CH2:27][CH2:26][C@H:25]([NH:29][C:30](=[O:39])[O:31][CH2:32][C:33]3[CH:34]=[CH:35][CH:36]=[CH:37][CH:38]=3)[CH2:24]2)[CH2:21][CH2:22]1. The yield is 0.960.